From a dataset of Forward reaction prediction with 1.9M reactions from USPTO patents (1976-2016). Predict the product of the given reaction. (1) Given the reactants N#N.Cl.Cl.[NH:5]1[C:9]2[CH:10]=[CH:11][CH:12]=[CH:13][C:8]=2[N:7]=[C:6]1[C@H:14]([NH2:24])[CH2:15][C:16]1[CH:21]=[CH:20][C:19]([O:22][CH3:23])=[CH:18][CH:17]=1.CCN(C(C)C)C(C)C.[C:34](N1C=CN=C1)(N1C=CN=C1)=[O:35], predict the reaction product. The product is: [CH3:23][O:22][C:19]1[CH:20]=[CH:21][C:16]([CH2:15][CH:14]2[C:6]3=[N:7][C:8]4[CH:13]=[CH:12][CH:11]=[CH:10][C:9]=4[N:5]3[C:34](=[O:35])[NH:24]2)=[CH:17][CH:18]=1. (2) Given the reactants [NH2:1][NH:2][C:3]([C:5]1[C:10]([Br:11])=[CH:9][CH:8]=[CH:7][N:6]=1)=[NH:4].[Br:12][C:13]1[CH:14]=[CH:15][C:16]([OH:21])=[C:17]([CH:20]=1)[CH:18]=O, predict the reaction product. The product is: [Br:11][C:10]1[C:5]([C:3]2[N:4]=[C:18]([C:17]3[CH:20]=[C:13]([Br:12])[CH:14]=[CH:15][C:16]=3[OH:21])[NH:1][N:2]=2)=[N:6][CH:7]=[CH:8][CH:9]=1.